From a dataset of Blood-brain barrier penetration binary classification data from Martins et al.. Regression/Classification. Given a drug SMILES string, predict its absorption, distribution, metabolism, or excretion properties. Task type varies by dataset: regression for continuous measurements (e.g., permeability, clearance, half-life) or binary classification for categorical outcomes (e.g., BBB penetration, CYP inhibition). Dataset: bbb_martins. (1) The drug is CCCCCCCCCCCCCCCC(=O)OCCC1CCN(CCCN2c3ccccc3Sc3ccc(S(=O)(=O)N(C)C)cc32)CC1. The result is 1 (penetrates BBB). (2) The molecule is C1=Cc2cccc(OCC3CNCCO3)c2C1. The result is 1 (penetrates BBB).